Task: Regression. Given two drug SMILES strings and cell line genomic features, predict the synergy score measuring deviation from expected non-interaction effect.. Dataset: NCI-60 drug combinations with 297,098 pairs across 59 cell lines (1) Drug 1: CC1=C(C=C(C=C1)NC(=O)C2=CC=C(C=C2)CN3CCN(CC3)C)NC4=NC=CC(=N4)C5=CN=CC=C5. Drug 2: CC1=C(N=C(N=C1N)C(CC(=O)N)NCC(C(=O)N)N)C(=O)NC(C(C2=CN=CN2)OC3C(C(C(C(O3)CO)O)O)OC4C(C(C(C(O4)CO)O)OC(=O)N)O)C(=O)NC(C)C(C(C)C(=O)NC(C(C)O)C(=O)NCCC5=NC(=CS5)C6=NC(=CS6)C(=O)NCCC[S+](C)C)O. Cell line: SK-OV-3. Synergy scores: CSS=6.07, Synergy_ZIP=-2.78, Synergy_Bliss=-1.79, Synergy_Loewe=-11.2, Synergy_HSA=-3.05. (2) Drug 2: COC1=CC(=CC(=C1O)OC)C2C3C(COC3=O)C(C4=CC5=C(C=C24)OCO5)OC6C(C(C7C(O6)COC(O7)C8=CC=CS8)O)O. Synergy scores: CSS=33.2, Synergy_ZIP=2.81, Synergy_Bliss=2.40, Synergy_Loewe=-9.72, Synergy_HSA=3.10. Drug 1: CCCS(=O)(=O)NC1=C(C(=C(C=C1)F)C(=O)C2=CNC3=C2C=C(C=N3)C4=CC=C(C=C4)Cl)F. Cell line: A498. (3) Drug 1: C1=CC(=CC=C1CCCC(=O)O)N(CCCl)CCCl. Drug 2: CCC1(CC2CC(C3=C(CCN(C2)C1)C4=CC=CC=C4N3)(C5=C(C=C6C(=C5)C78CCN9C7C(C=CC9)(C(C(C8N6C=O)(C(=O)OC)O)OC(=O)C)CC)OC)C(=O)OC)O.OS(=O)(=O)O. Cell line: HL-60(TB). Synergy scores: CSS=61.5, Synergy_ZIP=4.24, Synergy_Bliss=5.42, Synergy_Loewe=-25.4, Synergy_HSA=4.87. (4) Drug 1: CNC(=O)C1=NC=CC(=C1)OC2=CC=C(C=C2)NC(=O)NC3=CC(=C(C=C3)Cl)C(F)(F)F. Drug 2: CC1CCCC2(C(O2)CC(NC(=O)CC(C(C(=O)C(C1O)C)(C)C)O)C(=CC3=CSC(=N3)C)C)C. Cell line: MDA-MB-231. Synergy scores: CSS=37.8, Synergy_ZIP=3.93, Synergy_Bliss=2.81, Synergy_Loewe=-18.3, Synergy_HSA=5.59. (5) Drug 1: C1CCC(CC1)NC(=O)N(CCCl)N=O. Drug 2: COC1=NC(=NC2=C1N=CN2C3C(C(C(O3)CO)O)O)N. Cell line: MDA-MB-435. Synergy scores: CSS=6.03, Synergy_ZIP=1.51, Synergy_Bliss=8.25, Synergy_Loewe=0.396, Synergy_HSA=1.29. (6) Drug 1: C1CC(=O)NC(=O)C1N2CC3=C(C2=O)C=CC=C3N. Drug 2: C#CCC(CC1=CN=C2C(=N1)C(=NC(=N2)N)N)C3=CC=C(C=C3)C(=O)NC(CCC(=O)O)C(=O)O. Cell line: LOX IMVI. Synergy scores: CSS=5.36, Synergy_ZIP=-13.3, Synergy_Bliss=-26.8, Synergy_Loewe=-26.1, Synergy_HSA=-26.0. (7) Drug 2: CC(C)CN1C=NC2=C1C3=CC=CC=C3N=C2N. Drug 1: CC1=C(C(CCC1)(C)C)C=CC(=CC=CC(=CC(=O)O)C)C. Cell line: SR. Synergy scores: CSS=3.36, Synergy_ZIP=-2.28, Synergy_Bliss=-4.40, Synergy_Loewe=-0.885, Synergy_HSA=-4.36. (8) Drug 1: CC(CN1CC(=O)NC(=O)C1)N2CC(=O)NC(=O)C2. Drug 2: CN(CCCl)CCCl.Cl. Cell line: MDA-MB-435. Synergy scores: CSS=-2.10, Synergy_ZIP=-0.824, Synergy_Bliss=-0.491, Synergy_Loewe=-6.76, Synergy_HSA=-6.30. (9) Drug 1: COC1=C2C(=CC3=C1OC=C3)C=CC(=O)O2. Drug 2: COCCOC1=C(C=C2C(=C1)C(=NC=N2)NC3=CC=CC(=C3)C#C)OCCOC.Cl. Cell line: SK-MEL-5. Synergy scores: CSS=8.06, Synergy_ZIP=-6.14, Synergy_Bliss=-5.03, Synergy_Loewe=1.69, Synergy_HSA=0.624. (10) Drug 1: CCC1=CC2CC(C3=C(CN(C2)C1)C4=CC=CC=C4N3)(C5=C(C=C6C(=C5)C78CCN9C7C(C=CC9)(C(C(C8N6C)(C(=O)OC)O)OC(=O)C)CC)OC)C(=O)OC. Drug 2: CN1C(=O)N2C=NC(=C2N=N1)C(=O)N. Cell line: SW-620. Synergy scores: CSS=53.0, Synergy_ZIP=-3.40, Synergy_Bliss=-5.36, Synergy_Loewe=-6.42, Synergy_HSA=1.76.